From a dataset of Peptide-MHC class II binding affinity with 134,281 pairs from IEDB. Regression. Given a peptide amino acid sequence and an MHC pseudo amino acid sequence, predict their binding affinity value. This is MHC class II binding data. (1) The peptide sequence is SKGDSARVTVKDVTF. The MHC is HLA-DQA10104-DQB10503 with pseudo-sequence HLA-DQA10104-DQB10503. The binding affinity (normalized) is 0. (2) The peptide sequence is YGSFVRTVSLPVGAD. The MHC is DRB5_0101 with pseudo-sequence DRB5_0101. The binding affinity (normalized) is 0.569.